Dataset: Full USPTO retrosynthesis dataset with 1.9M reactions from patents (1976-2016). Task: Predict the reactants needed to synthesize the given product. The reactants are: C([N:8]1[CH2:14][C:13]2[CH:15]=[CH:16][C:17]([O:19][C:20]3[CH:25]=[CH:24][CH:23]=[C:22]([Cl:26])[CH:21]=3)=[N:18][C:12]=2[O:11][CH2:10][CH2:9]1)C1C=CC=CC=1.ClC(OC(Cl)C)=O. Given the product [ClH:26].[Cl:26][C:22]1[CH:21]=[C:20]([CH:25]=[CH:24][CH:23]=1)[O:19][C:17]1[CH:16]=[CH:15][C:13]2[CH2:14][NH:8][CH2:9][CH2:10][O:11][C:12]=2[N:18]=1, predict the reactants needed to synthesize it.